From a dataset of Reaction yield outcomes from USPTO patents with 853,638 reactions. Predict the reaction yield, written as a fraction of the theoretical maximum amount of product (1.0 means a 100% yield; for example, 0.34 means a 34% yield). (1) The reactants are [CH2:1]([O:8][C@@H:9]1[C@H:13]([OH:14])[C@@H:12]([CH2:15][O:16][C:17]([C:32]2[CH:37]=[CH:36][C:35]([O:38][CH3:39])=[CH:34][CH:33]=2)([C:24]2[CH:29]=[CH:28][C:27]([O:30][CH3:31])=[CH:26][CH:25]=2)[C:18]2[CH:23]=[CH:22][CH:21]=[CH:20][CH:19]=2)[O:11][CH2:10]1)[C:2]1[CH:7]=[CH:6][CH:5]=[CH:4][CH:3]=1.C(N(CC)C(C)C)(C)C.[C:49]([CH2:51][CH2:52][O:53][P:54](Cl)[N:55]([CH:59]([CH3:61])[CH3:60])[CH:56]([CH3:58])[CH3:57])#[N:50].CN1C=CN=C1. The catalyst is C(Cl)Cl. The product is [CH2:1]([O:8][C@@H:9]1[C@H:13]([O:14][P:54]([O:53][CH2:52][CH2:51][C:49]#[N:50])[N:55]([CH:56]([CH3:57])[CH3:58])[CH:59]([CH3:60])[CH3:61])[C@@H:12]([CH2:15][O:16][C:17]([C:32]2[CH:33]=[CH:34][C:35]([O:38][CH3:39])=[CH:36][CH:37]=2)([C:24]2[CH:29]=[CH:28][C:27]([O:30][CH3:31])=[CH:26][CH:25]=2)[C:18]2[CH:23]=[CH:22][CH:21]=[CH:20][CH:19]=2)[O:11][CH2:10]1)[C:2]1[CH:3]=[CH:4][CH:5]=[CH:6][CH:7]=1. The yield is 0.426. (2) The catalyst is C(O)C. The reactants are [Cl:1][C:2]1[CH:27]=[C:26]([Cl:28])[CH:25]=[CH:24][C:3]=1[CH2:4][N:5]1[C:9](/[CH:10]=[CH:11]/[C:12]([O:14]CC)=[O:13])=[CH:8][C:7]([O:17][CH:18]2[CH2:23][CH2:22][O:21][CH2:20][CH2:19]2)=[N:6]1.[OH-].[Na+].O1CCCC1. The product is [Cl:1][C:2]1[CH:27]=[C:26]([Cl:28])[CH:25]=[CH:24][C:3]=1[CH2:4][N:5]1[C:9](/[CH:10]=[CH:11]/[C:12]([OH:14])=[O:13])=[CH:8][C:7]([O:17][CH:18]2[CH2:19][CH2:20][O:21][CH2:22][CH2:23]2)=[N:6]1. The yield is 0.960. (3) The reactants are [CH3:1][N:2]1[C:10](=[O:11])[C:9]2[N:8](CC=C)[C:7]([C:15]#[N:16])=[N:6][C:5]=2[N:4]([CH2:17][CH2:18][CH2:19][CH2:20][CH3:21])[C:3]1=[O:22].N1CCOCC1.CS(C)=O. The catalyst is C1COCC1.C1C=CC([P]([Pd]([P](C2C=CC=CC=2)(C2C=CC=CC=2)C2C=CC=CC=2)([P](C2C=CC=CC=2)(C2C=CC=CC=2)C2C=CC=CC=2)[P](C2C=CC=CC=2)(C2C=CC=CC=2)C2C=CC=CC=2)(C2C=CC=CC=2)C2C=CC=CC=2)=CC=1. The product is [CH3:1][N:2]1[C:10](=[O:11])[C:9]2[NH:8][C:7]([C:15]#[N:16])=[N:6][C:5]=2[N:4]([CH2:17][CH2:18][CH2:19][CH2:20][CH3:21])[C:3]1=[O:22]. The yield is 0.180. (4) The reactants are S(Cl)(Cl)=O.CC(CCCC)C(O)=O.CC(CCCC)C(Cl)=O.[CH3:23][CH:24]([CH2:30][CH2:31][CH2:32][CH3:33])[C:25]([N:27]=[C:28]=[S:29])=[O:26].[Cl:34][C:35]1[CH:36]=[C:37]([CH:39]=[CH:40][C:41]=1[O:42][C:43]1[C:52]2[C:47](=[CH:48][C:49]([O:55][CH3:56])=[C:50]([O:53][CH3:54])[CH:51]=2)[N:46]=[CH:45][CH:44]=1)[NH2:38]. The catalyst is C(O)C.C1(C)C=CC=CC=1. The product is [Cl:34][C:35]1[CH:36]=[C:37]([NH:38][C:28]([NH:27][C:25](=[O:26])[CH:24]([CH3:23])[CH2:30][CH2:31][CH2:32][CH3:33])=[S:29])[CH:39]=[CH:40][C:41]=1[O:42][C:43]1[C:52]2[C:47](=[CH:48][C:49]([O:55][CH3:56])=[C:50]([O:53][CH3:54])[CH:51]=2)[N:46]=[CH:45][CH:44]=1. The yield is 0.580.